This data is from Forward reaction prediction with 1.9M reactions from USPTO patents (1976-2016). The task is: Predict the product of the given reaction. (1) The product is: [Na+:15].[F:1][C:2]1[CH:7]=[CH:6][C:5]([CH2:8][CH2:9][S:11]([O-:14])(=[O:13])=[O:12])=[CH:4][CH:3]=1.[Br-:10].[Na+:15]. Given the reactants [F:1][C:2]1[CH:7]=[CH:6][C:5]([CH2:8][CH2:9][Br:10])=[CH:4][CH:3]=1.[S:11]([O-:14])([O-:13])=[O:12].[Na+:15].[Na+], predict the reaction product. (2) Given the reactants [O:1]([C:8]1[CH:13]=[CH:12][CH:11]=[CH:10][C:9]=1[NH:14][S:15]([C:18]1[CH:30]=[CH:29][C:21]([C:22]([NH:24][CH2:25][C:26](O)=[O:27])=[O:23])=[CH:20][CH:19]=1)(=[O:17])=[O:16])[C:2]1[CH:7]=[CH:6][CH:5]=[CH:4][CH:3]=1.Cl.Cl.[N:33]1([CH2:38][CH2:39][C@H:40]2[CH2:45][CH2:44][C@H:43]([NH2:46])[CH2:42][CH2:41]2)[CH2:37][CH2:36][CH2:35][CH2:34]1, predict the reaction product. The product is: [O:1]([C:8]1[CH:13]=[CH:12][CH:11]=[CH:10][C:9]=1[NH:14][S:15]([C:18]1[CH:19]=[CH:20][C:21]([C:22]([NH:24][CH2:25][C:26](=[O:27])[NH:46][C@H:43]2[CH2:44][CH2:45][C@H:40]([CH2:39][CH2:38][N:33]3[CH2:37][CH2:36][CH2:35][CH2:34]3)[CH2:41][CH2:42]2)=[O:23])=[CH:29][CH:30]=1)(=[O:17])=[O:16])[C:2]1[CH:3]=[CH:4][CH:5]=[CH:6][CH:7]=1. (3) The product is: [Cl:16][C:15]1[C:6]([NH:5][C:3](=[O:4])[CH2:2][NH:30][C:31]2[CH:38]=[CH:37][C:34]([C:35]#[N:36])=[CH:33][CH:32]=2)=[C:7]2[C:12](=[CH:13][CH:14]=1)[N:11]=[C:10]([N:17]1[CH2:21][CH2:20][C@@H:19]([OH:22])[CH2:18]1)[CH:9]=[CH:8]2. Given the reactants Cl[CH2:2][C:3]([NH:5][C:6]1[C:15]([Cl:16])=[CH:14][CH:13]=[C:12]2[C:7]=1[CH:8]=[CH:9][C:10]([N:17]1[CH2:21][CH2:20][C@@H:19]([O:22][Si](C(C)(C)C)(C)C)[CH2:18]1)=[N:11]2)=[O:4].[NH2:30][C:31]1[CH:38]=[CH:37][C:34]([C:35]#[N:36])=[CH:33][CH:32]=1.[F-].C([N+](CCCC)(CCCC)CCCC)CCC, predict the reaction product.